From a dataset of Full USPTO retrosynthesis dataset with 1.9M reactions from patents (1976-2016). Predict the reactants needed to synthesize the given product. (1) Given the product [CH2:31]([C:30]1[N:38]=[C:25]([CH:11]2[CH2:12][CH:13]([C:15]3[CH:16]=[CH:17][C:18]([C:21]([F:23])([F:22])[F:24])=[CH:19][CH:20]=3)[CH2:14][N:9]([C:7]([N:1]3[CH2:6][CH2:5][O:4][CH2:3][CH2:2]3)=[O:8])[CH2:10]2)[O:27][N:29]=1)[C:32]1[CH:37]=[CH:36][CH:35]=[CH:34][CH:33]=1, predict the reactants needed to synthesize it. The reactants are: [N:1]1([C:7]([N:9]2[CH2:14][CH:13]([C:15]3[CH:20]=[CH:19][C:18]([C:21]([F:24])([F:23])[F:22])=[CH:17][CH:16]=3)[CH2:12][CH:11]([C:25]([OH:27])=O)[CH2:10]2)=[O:8])[CH2:6][CH2:5][O:4][CH2:3][CH2:2]1.O[N:29]=[C:30]([NH2:38])[CH2:31][C:32]1[CH:37]=[CH:36][CH:35]=[CH:34][CH:33]=1. (2) Given the product [CH3:9][C:4]1[N:3]=[C:2]([C:14]2[CH:13]=[N:12][N:11]([CH3:10])[CH:15]=2)[C:7]([OH:8])=[CH:6][CH:5]=1, predict the reactants needed to synthesize it. The reactants are: I[C:2]1[C:7]([OH:8])=[CH:6][CH:5]=[C:4]([CH3:9])[N:3]=1.[CH3:10][N:11]1[CH:15]=[C:14](B2OC(C)(C)C(C)(C)O2)[CH:13]=[N:12]1.C([O-])([O-])=O.[Cs+].[Cs+].O1CCOCC1. (3) Given the product [Cl:14][CH2:15][CH2:16][CH2:17][CH2:18][C:19]([C:6]1[CH:7]=[CH:8][C:3]([O:2][CH3:1])=[C:4]([NH:9][S:10]([CH3:13])(=[O:12])=[O:11])[CH:5]=1)=[O:20], predict the reactants needed to synthesize it. The reactants are: [CH3:1][O:2][C:3]1[CH:8]=[CH:7][CH:6]=[CH:5][C:4]=1[NH:9][S:10]([CH3:13])(=[O:12])=[O:11].[Cl:14][CH2:15][CH2:16][CH2:17][CH2:18][C:19](Cl)=[O:20].